From a dataset of Full USPTO retrosynthesis dataset with 1.9M reactions from patents (1976-2016). Predict the reactants needed to synthesize the given product. (1) Given the product [Cl:1][C:2]1[N:3]=[CH:4][C:5]2[N:11]([CH3:12])[C:10](=[O:13])[C:9](=[CH:14][CH3:15])[CH2:8][N:7]([CH:17]3[CH2:21][CH2:20][CH2:19][CH2:18]3)[C:6]=2[N:22]=1, predict the reactants needed to synthesize it. The reactants are: [Cl:1][C:2]1[N:3]=[CH:4][C:5]2[N:11]([CH3:12])[C:10](=[O:13])[CH:9]([CH:14](O)[CH3:15])[CH2:8][N:7]([CH:17]3[CH2:21][CH2:20][CH2:19][CH2:18]3)[C:6]=2[N:22]=1.C(N(CC)CC)C.CS(Cl)(=O)=O.[H-].[Na+]. (2) Given the product [Br:1][C:2]1[CH:7]=[CH:6][CH:5]=[C:4]([C:8]([F:11])([F:10])[F:9])[C:3]=1[CH2:12][OH:15], predict the reactants needed to synthesize it. The reactants are: [Br:1][C:2]1[CH:7]=[CH:6][CH:5]=[C:4]([C:8]([F:11])([F:10])[F:9])[C:3]=1[CH2:12]Br.C([O-])(O)=[O:15].[Na+]. (3) Given the product [F:40][C:38]([F:39])([F:41])[C:34]1[CH:33]=[C:32]([CH:37]=[CH:36][CH:35]=1)[O:31][CH2:30][C:27]1[S:28][C:29]2[C:21]([C:2]3[CH:7]=[C:6]([C:8]([O:10][CH2:11][CH3:12])=[O:9])[CH:5]=[CH:4][N:3]=3)=[CH:22][CH:23]=[CH:24][C:25]=2[CH:26]=1, predict the reactants needed to synthesize it. The reactants are: Br[C:2]1[CH:7]=[C:6]([C:8]([O:10][CH2:11][CH3:12])=[O:9])[CH:5]=[CH:4][N:3]=1.CC1(C)C(C)(C)OB([C:21]2[C:29]3[S:28][C:27]([CH2:30][O:31][C:32]4[CH:37]=[CH:36][CH:35]=[C:34]([C:38]([F:41])([F:40])[F:39])[CH:33]=4)=[CH:26][C:25]=3[CH:24]=[CH:23][CH:22]=2)O1. (4) Given the product [O:1]1[CH:2]([C:11]2[NH:22][C:23]3=[N:28][CH:27]=[C:26]([C:47]4[CH:43]=[CH:41][N:40]=[CH:44][CH:46]=4)[CH:25]=[C:24]3[N:29]=2)[CH2:3][O:4][C:5]2[CH:10]=[CH:9][CH:8]=[CH:7][C:6]1=2, predict the reactants needed to synthesize it. The reactants are: [O:1]1[C:6]2[CH:7]=[CH:8][CH:9]=[CH:10][C:5]=2[O:4][CH2:3][CH:2]1[C:11](O)=O.CN(C(O[N:22]1N=[N:29][C:24]2[CH:25]=[CH:26][CH:27]=[N:28][C:23]1=2)=[N+](C)C)C.F[P-](F)(F)(F)(F)F.CC[N:40]([CH:44]([CH3:46])C)[CH:41]([CH3:43])C.[CH3:47]N(C=O)C. (5) Given the product [C:1]1([C:7]2[CH:12]=[C:11]([B:25]([OH:26])[OH:24])[CH:10]=[CH:9][C:8]=2[O:14][CH3:15])[CH:6]=[CH:5][CH:4]=[CH:3][CH:2]=1, predict the reactants needed to synthesize it. The reactants are: [C:1]1([C:7]2[CH:12]=[C:11](Br)[CH:10]=[CH:9][C:8]=2[O:14][CH3:15])[CH:6]=[CH:5][CH:4]=[CH:3][CH:2]=1.[Li]CCCC.C([O:24][B:25](OC(C)C)[O:26]C(C)C)(C)C.Cl. (6) Given the product [Br:33][C:34]1[CH:39]=[C:38]([CH2:40][N:41]([CH:42]([CH3:44])[CH3:43])[C:7]([C:5]2[N:4]=[CH:3][N:2]([CH3:1])[CH:6]=2)=[O:9])[CH:37]=[CH:36][N:35]=1, predict the reactants needed to synthesize it. The reactants are: [CH3:1][N:2]1[CH:6]=[C:5]([C:7]([OH:9])=O)[N:4]=[CH:3]1.O.ON1C2C=CC=CC=2N=N1.Cl.CN(C)CCCN=C=NCC.[Br:33][C:34]1[CH:39]=[C:38]([CH2:40][NH:41][CH:42]([CH3:44])[CH3:43])[CH:37]=[CH:36][N:35]=1. (7) Given the product [F:1][C:10]1[CH:12]=[CH:13][C:14]([N+:16]([O-:18])=[O:17])=[CH:15][C:9]=1[I:8], predict the reactants needed to synthesize it. The reactants are: [F:1][B-](F)(F)F.N#[O+].[I:8][C:9]1[CH:15]=[C:14]([N+:16]([O-:18])=[O:17])[CH:13]=[CH:12][C:10]=1N. (8) Given the product [Cl:1][C:2]1[CH:7]=[CH:6][C:5]([S:8]([N:11]2[C:19]3[C:14](=[CH:15][C:16]([CH3:20])=[CH:17][CH:18]=3)[C:13]([CH2:21][OH:22])=[CH:12]2)(=[O:9])=[O:10])=[CH:4][C:3]=1[N+:23]([O-:25])=[O:24], predict the reactants needed to synthesize it. The reactants are: [Cl:1][C:2]1[CH:7]=[CH:6][C:5]([S:8]([N:11]2[C:19]3[C:14](=[CH:15][C:16]([CH3:20])=[CH:17][CH:18]=3)[C:13]([CH:21]=[O:22])=[CH:12]2)(=[O:10])=[O:9])=[CH:4][C:3]=1[N+:23]([O-:25])=[O:24].[BH4-].[Na+].Cl.